The task is: Predict the reactants needed to synthesize the given product.. This data is from Full USPTO retrosynthesis dataset with 1.9M reactions from patents (1976-2016). (1) Given the product [C:36]([O:41][CH:42]([N:14]1[C:11]2=[N:12][CH:13]=[C:8]([C:5]3[CH:6]=[CH:7][C:2]([Cl:1])=[CH:3][CH:4]=3)[CH:9]=[C:10]2[C:16]([C:17](=[O:18])[C:19]2[C:24]([F:25])=[CH:23][CH:22]=[C:21]([NH:26][S:27]([CH2:30][CH2:31][CH3:32])(=[O:28])=[O:29])[C:20]=2[F:33])=[CH:15]1)[CH3:44])(=[O:40])[CH:37]([CH3:39])[CH3:38], predict the reactants needed to synthesize it. The reactants are: [Cl:1][C:2]1[CH:7]=[CH:6][C:5]([C:8]2[CH:9]=[C:10]3[C:16]([C:17]([C:19]4[C:20]([F:33])=[C:21]([NH:26][S:27]([CH2:30][CH2:31][CH3:32])(=[O:29])=[O:28])[CH:22]=[CH:23][C:24]=4[F:25])=[O:18])=[CH:15][NH:14][C:11]3=[N:12][CH:13]=2)=[CH:4][CH:3]=1.[OH-].[K+].[C:36]([O:41][CH2:42]Cl)(=[O:40])[CH:37]([CH3:39])[CH3:38].[CH3:44]N(C=O)C. (2) Given the product [CH2:11]([O:13][C:14](=[O:19])[CH2:15][N:16]1[CH:10]=[C:9]([C:5]2[C:6]([CH3:8])=[N:7][C:2]([Cl:1])=[CH:3][CH:4]=2)[N:18]=[N:17]1)[CH3:12], predict the reactants needed to synthesize it. The reactants are: [Cl:1][C:2]1[N:7]=[C:6]([CH3:8])[C:5]([C:9]#[CH:10])=[CH:4][CH:3]=1.[CH2:11]([O:13][C:14](=[O:19])[CH2:15][N:16]=[N+:17]=[N-:18])[CH3:12].